From a dataset of Reaction yield outcomes from USPTO patents with 853,638 reactions. Predict the reaction yield, written as a fraction of the theoretical maximum amount of product (1.0 means a 100% yield; for example, 0.34 means a 34% yield). The reactants are [NH3:1].[F:2][C:3]([F:15])([F:14])[C:4]1[CH:9]=[C:8](Cl)[C:7]([N+:11]([O-:13])=[O:12])=[CH:6][N:5]=1. The catalyst is C1COCC1. The product is [N+:11]([C:7]1[C:8]([NH2:1])=[CH:9][C:4]([C:3]([F:15])([F:14])[F:2])=[N:5][CH:6]=1)([O-:13])=[O:12]. The yield is 0.960.